Predict which catalyst facilitates the given reaction. From a dataset of Catalyst prediction with 721,799 reactions and 888 catalyst types from USPTO. Reactant: Cl[C:2]1[N:3]=[C:4]([NH:12][CH:13]2[CH2:16][CH2:15][CH2:14]2)[C:5]2[C:10]([Cl:11])=[CH:9][NH:8][C:6]=2[N:7]=1.[NH2:17][C:18]1[CH:26]=[C:25]2[C:21]([CH:22]=[N:23][NH:24]2)=[CH:20][CH:19]=1.C[Si](Cl)(C)C. Product: [Cl:11][C:10]1[C:5]2[C:4]([NH:12][CH:13]3[CH2:16][CH2:15][CH2:14]3)=[N:3][C:2]([NH:17][C:18]3[CH:26]=[C:25]4[C:21]([CH:22]=[N:23][NH:24]4)=[CH:20][CH:19]=3)=[N:7][C:6]=2[NH:8][CH:9]=1. The catalyst class is: 51.